Predict the reactants needed to synthesize the given product. From a dataset of Full USPTO retrosynthesis dataset with 1.9M reactions from patents (1976-2016). (1) Given the product [F:17][C:16]([F:19])([F:18])[O:15][C:12]1[CH:13]=[CH:14][C:9]([NH:8][C:4]2[CH:3]=[C:2]([C:24]3[C:23]([CH3:36])=[N:22][N:21]([CH3:20])[C:25]=3[CH3:26])[N:7]=[CH:6][N:5]=2)=[CH:10][CH:11]=1, predict the reactants needed to synthesize it. The reactants are: Cl[C:2]1[N:7]=[CH:6][N:5]=[C:4]([NH:8][C:9]2[CH:14]=[CH:13][C:12]([O:15][C:16]([F:19])([F:18])[F:17])=[CH:11][CH:10]=2)[CH:3]=1.[CH3:20][N:21]1[C:25]([CH3:26])=[C:24](B2OC(C)(C)C(C)(C)O2)[C:23]([CH3:36])=[N:22]1.C(=O)([O-])[O-].[Na+].[Na+].C(O)(C(F)(F)F)=O. (2) Given the product [NH2:9][C:3]1[N:4]=[CH:5][N:6]=[C:7]([O:17][C:13]2[CH:12]=[C:11]([NH:10][C:40](=[O:43])[CH:41]=[CH2:42])[CH:16]=[CH:15][CH:14]=2)[C:2]=1[C:26]1[CH:25]=[N:24][N:23]([CH2:22][C:21]2[CH:37]=[CH:38][CH:39]=[C:19]([CH3:18])[CH:20]=2)[CH:27]=1, predict the reactants needed to synthesize it. The reactants are: Cl[C:2]1[C:3]([NH2:9])=[N:4][CH:5]=[N:6][C:7]=1Cl.[NH2:10][C:11]1[CH:12]=[C:13]([OH:17])[CH:14]=[CH:15][CH:16]=1.[CH3:18][C:19]1[CH:20]=[C:21]([CH:37]=[CH:38][CH:39]=1)[CH2:22][N:23]1[CH:27]=[C:26](B2OC(C)(C)C(C)(C)O2)[CH:25]=[N:24]1.[C:40](Cl)(=[O:43])[CH:41]=[CH2:42].